This data is from Full USPTO retrosynthesis dataset with 1.9M reactions from patents (1976-2016). The task is: Predict the reactants needed to synthesize the given product. (1) The reactants are: Br[C:2]1[C:11]2[C:6](=[CH:7][CH:8]=[C:9]3[O:15][CH2:14][CH2:13][O:12][C:10]3=2)[N:5]=[CH:4][C:3]=1[Cl:16].C(=O)([O-])[O-].[K+].[K+].[CH:23](B)=[CH2:24]. Given the product [Cl:16][C:3]1[CH:4]=[N:5][C:6]2[C:11]([C:2]=1[CH:23]=[CH2:24])=[C:10]1[O:12][CH2:13][CH2:14][O:15][C:9]1=[CH:8][CH:7]=2, predict the reactants needed to synthesize it. (2) Given the product [C:29]([N:33]1[CH2:38][CH2:37][N:36]([CH2:17][C:7]2[N:8]([CH:11]3[CH2:16][CH2:15][CH2:14][CH2:13][O:12]3)[C:9]3[C:5]([N:6]=2)=[C:4]([N:19]2[CH2:24][CH2:23][O:22][CH2:21][CH2:20]2)[N:3]=[C:2]([Cl:1])[N:10]=3)[CH2:35][CH2:34]1)([CH3:32])([CH3:31])[CH3:30], predict the reactants needed to synthesize it. The reactants are: [Cl:1][C:2]1[N:10]=[C:9]2[C:5]([N:6]=[C:7]([CH:17]=O)[N:8]2[CH:11]2[CH2:16][CH2:15][CH2:14][CH2:13][O:12]2)=[C:4]([N:19]2[CH2:24][CH2:23][O:22][CH2:21][CH2:20]2)[N:3]=1.ClCCCl.[C:29]([N:33]1[CH2:38][CH2:37][NH:36][CH2:35][CH2:34]1)([CH3:32])([CH3:31])[CH3:30].C(O[BH-](OC(=O)C)OC(=O)C)(=O)C.[Na+].